The task is: Predict the product of the given reaction.. This data is from Forward reaction prediction with 1.9M reactions from USPTO patents (1976-2016). (1) The product is: [Cl:1][C:2]1[CH:3]=[C:4]2[N:25]=[C:24]([O:26][C@@H:27]3[CH2:28][O:29][C@@H:30]4[C@H:34]([OH:35])[CH2:33][O:32][C@H:31]34)[N:23]([CH2:36][O:37][CH2:38][CH2:39][Si:40]([CH3:43])([CH3:41])[CH3:42])[C:5]2=[N:6][C:7]=1[C:8]1[CH:13]=[CH:12][C:11]([C:45]2[CH:46]=[CH:47][CH:48]=[C:49]([CH2:51][N:52]=[S:53]([CH3:56])([CH3:55])=[O:54])[N:50]=2)=[CH:10][CH:9]=1. Given the reactants [Cl:1][C:2]1[CH:3]=[C:4]2[N:25]=[C:24]([O:26][C@H:27]3[C@H:31]4[O:32][CH2:33][C@@H:34]([OH:35])[C@H:30]4[O:29][CH2:28]3)[N:23]([CH2:36][O:37][CH2:38][CH2:39][Si:40]([CH3:43])([CH3:42])[CH3:41])[C:5]2=[N:6][C:7]=1[C:8]1[CH:13]=[CH:12][C:11](B2OC(C)(C)C(C)(C)O2)=[CH:10][CH:9]=1.Br[C:45]1[N:50]=[C:49]([CH2:51][N:52]=[S:53]([CH3:56])([CH3:55])=[O:54])[CH:48]=[CH:47][CH:46]=1, predict the reaction product. (2) The product is: [F:23][C:20]1[CH:19]=[CH:18][C:17]([N:14]2[CH2:15][CH2:16][N:11]3[N:10]=[C:9]([OH:8])[CH:25]=[C:12]3[C:13]2=[O:24])=[CH:22][CH:21]=1. Given the reactants C([O:8][C:9]1[CH:25]=[C:12]2[C:13](=[O:24])[N:14]([C:17]3[CH:22]=[CH:21][C:20]([F:23])=[CH:19][CH:18]=3)[CH2:15][CH2:16][N:11]2[N:10]=1)C1C=CC=CC=1, predict the reaction product. (3) Given the reactants [Cl:1][C:2]1[CH:24]=[CH:23][C:5]([C:6]([C:8]2[CH:22]=[CH:21][C:11]([O:12][C:13]([CH3:20])([CH3:19])[C:14]([O:16][CH2:17]Cl)=[O:15])=[CH:10][CH:9]=2)=[O:7])=[CH:4][CH:3]=1.[I-:25].[Na+], predict the reaction product. The product is: [Cl:1][C:2]1[CH:24]=[CH:23][C:5]([C:6]([C:8]2[CH:22]=[CH:21][C:11]([O:12][C:13]([CH3:20])([CH3:19])[C:14]([O:16][CH2:17][I:25])=[O:15])=[CH:10][CH:9]=2)=[O:7])=[CH:4][CH:3]=1. (4) Given the reactants [O:1]1[C:5]2[CH:6]=[CH:7][C:8]([OH:10])=[CH:9][C:4]=2[O:3][CH2:2]1.[C:11]([O-])([O-])=O.[K+].[K+].IC, predict the reaction product. The product is: [CH3:11][O:10][C:8]1[CH:7]=[CH:6][C:5]2[O:1][CH2:2][O:3][C:4]=2[CH:9]=1. (5) Given the reactants [F:1][C:2]1[C:7]([F:8])=[CH:6][CH:5]=[CH:4][C:3]=1[C:9]#[C:10][CH2:11][CH2:12][OH:13], predict the reaction product. The product is: [F:1][C:2]1[C:7]([F:8])=[CH:6][CH:5]=[CH:4][C:3]=1[CH2:9][CH2:10][CH2:11][CH2:12][OH:13].